Binary Classification. Given a T-cell receptor sequence (or CDR3 region) and an epitope sequence, predict whether binding occurs between them. From a dataset of TCR-epitope binding with 47,182 pairs between 192 epitopes and 23,139 TCRs. The epitope is VLWAHGFEL. The TCR CDR3 sequence is CASSLGSEAFF. Result: 1 (the TCR binds to the epitope).